Dataset: Forward reaction prediction with 1.9M reactions from USPTO patents (1976-2016). Task: Predict the product of the given reaction. (1) Given the reactants [OH-].[Li+].C[O:4][C:5](=[O:31])[C:6]1[CH:11]=[CH:10][C:9]([O:12][CH2:13][CH2:14][CH2:15][CH2:16][O:17][C:18]2[CH:23]=[CH:22][C:21]([C:24](=[O:26])[CH3:25])=[C:20]([OH:27])[C:19]=2[CH2:28][CH2:29][CH3:30])=[CH:8][CH:7]=1.Cl, predict the reaction product. The product is: [C:24]([C:21]1[CH:22]=[CH:23][C:18]([O:17][CH2:16][CH2:15][CH2:14][CH2:13][O:12][C:9]2[CH:10]=[CH:11][C:6]([C:5]([OH:31])=[O:4])=[CH:7][CH:8]=2)=[C:19]([CH2:28][CH2:29][CH3:30])[C:20]=1[OH:27])(=[O:26])[CH3:25]. (2) Given the reactants Br[C:2]1[C:10]2[O:9][C:8]([C:11]3[CH:16]=[CH:15][C:14]([OH:17])=[CH:13][CH:12]=3)=[CH:7][C:6]=2[CH:5]=[C:4]([OH:18])[CH:3]=1.[C:19]([NH2:23])(=[O:22])[CH:20]=[CH2:21].C1(C)C=CC=CC=1P(C1C=CC=CC=1C)C1C=CC=CC=1C.Cl, predict the reaction product. The product is: [OH:18][C:4]1[CH:3]=[C:2]([CH:21]=[CH:20][C:19]([NH2:23])=[O:22])[C:10]2[O:9][C:8]([C:11]3[CH:16]=[CH:15][C:14]([OH:17])=[CH:13][CH:12]=3)=[CH:7][C:6]=2[CH:5]=1. (3) Given the reactants [C:1]([C:3]1[C:9](=O)[C:8](Cl)=[C:7](Cl)[C:5](=O)[C:4]=1[C:13]#N)#N.[C:15]1([CH3:21])[CH:20]=[CH:19][CH:18]=[CH:17][CH:16]=1, predict the reaction product. The product is: [CH2:1]1[C:8]2[CH:9]=[CH:3][C:4]3=[C:5]4[C:13]=2[C:4]2[C:5]5[C:16]6[C:17]4=[C:18]([CH:19]=[CH:20][C:15]=6[CH2:21][C:7]=5[CH:8]=[CH:9][C:3]1=2)[CH2:13]3. (4) Given the reactants [O:1]1[CH2:5][CH2:4][C@@H:3]([NH:6][C:7]2[N:15]=[CH:14][N:13]=[C:12]3[C:8]=2[N:9]=[CH:10][N:11]3[C@@H:16]2[O:20][C@H:19]([CH2:21][NH:22][C:23]([NH:25][CH3:26])=[O:24])[C@@H:18]([OH:27])[C@H:17]2[OH:28])[CH2:2]1.[CH2:29](N=C=O)C.CN=C=O, predict the reaction product. The product is: [O:1]1[CH2:5][CH2:4][C@@H:3]([NH:6][C:7]2[N:15]=[CH:14][N:13]=[C:12]3[C:8]=2[N:9]=[CH:10][N:11]3[C@@H:16]2[O:20][C@H:19]([CH2:21][NH:22][C:23]([NH:25][CH2:26][CH3:29])=[O:24])[C@@H:18]([OH:27])[C@H:17]2[OH:28])[CH2:2]1. (5) Given the reactants [CH3:1][C:2]1[CH:11]=[C:10]([N:12]2[CH2:17][CH2:16][O:15][CH2:14][CH2:13]2)[C:9]2[C:4](=[CH:5][CH:6]=[CH:7][CH:8]=2)[N:3]=1.[Se](=O)=[O:19], predict the reaction product. The product is: [N:12]1([C:10]2[C:9]3[C:4](=[CH:5][CH:6]=[CH:7][CH:8]=3)[N:3]=[C:2]([CH:1]=[O:19])[CH:11]=2)[CH2:17][CH2:16][O:15][CH2:14][CH2:13]1. (6) Given the reactants [Cl:1][C:2]1[CH:3]=[CH:4][C:5]([O:8][C:9]2[CH:10]=[C:11]([CH:15]=[CH:16][CH:17]=2)[C:12]([OH:14])=O)=[N:6][CH:7]=1.[NH2:18][CH:19]1[CH:26]2[CH2:27][C:22]3([OH:29])[CH2:23][CH:24]([CH2:28][CH:20]1[CH2:21]3)[CH2:25]2, predict the reaction product. The product is: [Cl:1][C:2]1[CH:3]=[CH:4][C:5]([O:8][C:9]2[CH:10]=[C:11]([CH:15]=[CH:16][CH:17]=2)[C:12]([NH:18][CH:19]2[CH:20]3[CH2:28][CH:24]4[CH2:23][C:22]([OH:29])([CH2:27][CH:26]2[CH2:25]4)[CH2:21]3)=[O:14])=[N:6][CH:7]=1. (7) Given the reactants [F:1][C:2]([F:24])([F:23])[O:3][C:4]1[CH:9]=[CH:8][C:7]([C:10]2[N:15]=[C:14]([C:16]([F:19])([F:18])[F:17])[C:13]([C:20](Cl)=[O:21])=[CH:12][N:11]=2)=[CH:6][CH:5]=1.CC(C[AlH]CC(C)C)C.OS([O-])(=O)=O.[K+], predict the reaction product. The product is: [F:24][C:2]([F:1])([F:23])[O:3][C:4]1[CH:9]=[CH:8][C:7]([C:10]2[N:15]=[C:14]([C:16]([F:17])([F:18])[F:19])[C:13]([CH2:20][OH:21])=[CH:12][N:11]=2)=[CH:6][CH:5]=1.